Task: Predict the product of the given reaction.. Dataset: Forward reaction prediction with 1.9M reactions from USPTO patents (1976-2016) Given the reactants [ClH:1].[F:2][CH2:3][CH2:4][O:5][C:6]1[C:11]2[CH2:12][O:13][C@:14]3([CH3:26])[C@H:18]([C:10]=2[CH:9]=[CH:8][CH:7]=1)[CH2:17][N:16](C(OC(C)(C)C)=O)[CH2:15]3.CO, predict the reaction product. The product is: [ClH:1].[F:2][CH2:3][CH2:4][O:5][C:6]1[C:11]2[CH2:12][O:13][C@:14]3([CH3:26])[C@H:18]([C:10]=2[CH:9]=[CH:8][CH:7]=1)[CH2:17][NH:16][CH2:15]3.